This data is from Full USPTO retrosynthesis dataset with 1.9M reactions from patents (1976-2016). The task is: Predict the reactants needed to synthesize the given product. (1) Given the product [C:34]([O:33][C:31](=[O:32])[NH:1][C@H:2]([C@@H:22]1[CH2:23][C@@H:24]([CH:28]([CH3:30])[CH3:29])[C:25](=[O:27])[O:26]1)[CH2:3][C@H:4]([CH2:8][C:9]1[CH:14]=[CH:13][C:12]([CH3:15])=[C:11]([O:16][CH2:17][CH2:18][CH2:19][O:20][CH3:21])[CH:10]=1)[CH:5]([CH3:6])[CH3:7])([CH3:37])([CH3:36])[CH3:35], predict the reactants needed to synthesize it. The reactants are: [NH2:1][C@H:2]([C@H:22]1[O:26][C:25](=[O:27])[C@H:24]([CH:28]([CH3:30])[CH3:29])[CH2:23]1)[CH2:3][C@H:4]([CH2:8][C:9]1[CH:14]=[CH:13][C:12]([CH3:15])=[C:11]([O:16][CH2:17][CH2:18][CH2:19][O:20][CH3:21])[CH:10]=1)[CH:5]([CH3:7])[CH3:6].[C:31](O[C:31]([O:33][C:34]([CH3:37])([CH3:36])[CH3:35])=[O:32])([O:33][C:34]([CH3:37])([CH3:36])[CH3:35])=[O:32].CCN(CC)CC. (2) Given the product [CH3:17][O:18][C:19](=[O:38])[CH2:20][C:21]1[CH:30]=[C:29]([CH:31]2[CH2:36][CH2:35][N:34]([S:47]([C:41]3[CH:42]=[CH:43][C:44]([Cl:46])=[CH:45][C:40]=3[Cl:39])(=[O:49])=[O:48])[CH2:33][CH2:32]2)[C:28]2[C:23](=[CH:24][CH:25]=[C:26]([F:37])[CH:27]=2)[CH:22]=1, predict the reactants needed to synthesize it. The reactants are: C(N(C(C)C)CC)(C)C.FC(F)(F)C(O)=O.[CH3:17][O:18][C:19](=[O:38])[CH2:20][C:21]1[CH:30]=[C:29]([CH:31]2[CH2:36][CH2:35][NH:34][CH2:33][CH2:32]2)[C:28]2[C:23](=[CH:24][CH:25]=[C:26]([F:37])[CH:27]=2)[CH:22]=1.[Cl:39][C:40]1[CH:45]=[C:44]([Cl:46])[CH:43]=[CH:42][C:41]=1[S:47](Cl)(=[O:49])=[O:48]. (3) Given the product [F:23][C:14]([F:13])([F:22])[C:15]1[CH:19]=[C:18]([CH:20]=[O:21])[O:17][N:16]=1, predict the reactants needed to synthesize it. The reactants are: I(C1C=CC=CC=1C(O)=O)(=O)=O.[F:13][C:14]([F:23])([F:22])[C:15]1[CH:19]=[C:18]([CH2:20][OH:21])[O:17][N:16]=1. (4) Given the product [N:1]([C@@H:4]([C@H:19]([C:26]1[CH:31]=[CH:30][C:29]([F:32])=[CH:28][CH:27]=1)[CH:20]1[CH2:25][CH2:24][O:23][CH2:22][CH2:21]1)[C:5]([OH:6])=[O:33])=[N+:2]=[N-:3], predict the reactants needed to synthesize it. The reactants are: [N:1]([C@@H:4]([C@@H:19]([C:26]1[CH:31]=[CH:30][C:29]([F:32])=[CH:28][CH:27]=1)[CH:20]1[CH2:25][CH2:24][O:23][CH2:22][CH2:21]1)[C:5](N1[C@@H](C2C=CC=CC=2)COC1=O)=[O:6])=[N+:2]=[N-:3].[OH:33]O.[Li+].[OH-]. (5) Given the product [CH3:1][O:2][CH2:3][C:4]1[C:13]2[CH:14]=[CH:15][CH:16]=[CH:17][C:12]=2[C:11]2[NH:10][N:9]=[C:8]([CH3:18])[C:7]=2[N:6]=1, predict the reactants needed to synthesize it. The reactants are: [CH3:1][O:2][CH2:3][C:4]([NH:6][C:7]1[C:8]([CH3:18])=[N:9][NH:10][C:11]=1[C:12]1[CH:17]=[CH:16][CH:15]=[CH:14][CH:13]=1)=O.O=P12OP3(OP(OP(O3)(O1)=O)(=O)O2)=O. (6) Given the product [Cl:9][C:8]1[CH:7]=[CH:6][C:5]([C@H:10]2[C@H:15]([OH:16])[C@@H:14]([OH:20])[C@H:13]([OH:24])[C@@H:12]([CH2:28][OH:29])[O:11]2)=[CH:4][C:3]=1[CH2:2][C:44]1[CH:43]=[CH:42][C:41]([N:37]2[CH2:38][C:39](=[O:40])[N:35]([CH2:33][CH3:34])[C:36]2=[O:56])=[CH:46][CH:45]=1, predict the reactants needed to synthesize it. The reactants are: Br[CH2:2][C:3]1[CH:4]=[C:5]([C@H:10]2[C@@H:15]([O:16]COC)[C@H:14]([O:20]COC)[C@H:13]([O:24]COC)[CH:12]([CH2:28][O:29]COC)[O:11]2)[CH:6]=[CH:7][C:8]=1[Cl:9].[CH2:33]([N:35]1[C:39](=[O:40])[CH2:38][N:37]([C:41]2[CH:46]=[CH:45][C:44](B3OC(C)(C)C(C)(C)O3)=[CH:43][CH:42]=2)[C:36]1=[O:56])[CH3:34].C(=O)([O-])[O-].[Na+].[Na+].Cl.CO.